This data is from Catalyst prediction with 721,799 reactions and 888 catalyst types from USPTO. The task is: Predict which catalyst facilitates the given reaction. The catalyst class is: 17. Reactant: [CH2:1]([O:8][C:9](Cl)=[O:10])[C:2]1[CH:7]=[CH:6][CH:5]=[CH:4][CH:3]=1.[NH:12]1[CH:19]=[CH:18][C:16]([NH2:17])=[N:15][C:13]1=[O:14]. Product: [CH2:1]([O:8][C:9]([NH:17][C:16]1[CH:18]=[CH:19][NH:12][C:13](=[O:14])[N:15]=1)=[O:10])[C:2]1[CH:7]=[CH:6][CH:5]=[CH:4][CH:3]=1.